Dataset: Reaction yield outcomes from USPTO patents with 853,638 reactions. Task: Predict the reaction yield, written as a fraction of the theoretical maximum amount of product (1.0 means a 100% yield; for example, 0.34 means a 34% yield). (1) The reactants are [NH2:1][C:2]1[N:24]=[C:23](Cl)[CH:22]=[CH:21][C:3]=1[C:4]([NH:6][CH2:7][C:8]1[CH:12]=[CH:11][N:10]([CH2:13][C:14]2[CH:19]=[CH:18][CH:17]=[C:16]([F:20])[CH:15]=2)[CH:9]=1)=[O:5].[CH3:26][NH2:27]. The catalyst is CS(C)=O.C(N(CC)C(C)C)(C)C.[Cl-].[Na+].O. The product is [NH2:1][C:2]1[N:24]=[C:23]([NH:27][CH3:26])[CH:22]=[CH:21][C:3]=1[C:4]([NH:6][CH2:7][C:8]1[CH:12]=[CH:11][N:10]([CH2:13][C:14]2[CH:19]=[CH:18][CH:17]=[C:16]([F:20])[CH:15]=2)[CH:9]=1)=[O:5]. The yield is 0.150. (2) The reactants are [O:1]1[CH2:6][CH2:5][CH:4]([C:7]2[CH:8]=[C:9]3[C:14](=[C:15]([O:17][CH2:18][O:19][CH2:20][CH2:21][Si:22]([CH3:25])([CH3:24])[CH3:23])[CH:16]=2)[NH:13][CH2:12][N:11]([CH2:26][O:27][CH2:28][CH2:29][Si:30]([CH3:33])([CH3:32])[CH3:31])[C:10]3=[O:34])[CH2:3][CH2:2]1.ClC1C(=O)C(C#N)=C(C#N)C(=O)C=1Cl. The catalyst is C(OCC)(=O)C. The product is [O:1]1[CH2:6][CH2:5][CH:4]([C:7]2[CH:8]=[C:9]3[C:14](=[C:15]([O:17][CH2:18][O:19][CH2:20][CH2:21][Si:22]([CH3:25])([CH3:24])[CH3:23])[CH:16]=2)[N:13]=[CH:12][N:11]([CH2:26][O:27][CH2:28][CH2:29][Si:30]([CH3:33])([CH3:32])[CH3:31])[C:10]3=[O:34])[CH2:3][CH2:2]1. The yield is 0.990. (3) The reactants are I[C:2]1[CH:7]=[CH:6][C:5]([OH:8])=[CH:4][CH:3]=1.CCN(CC)CC.[CH3:16][O:17][C:18](=[O:44])[C@@H:19]([NH:29][C:30]([C:32]1[C:33]([CH3:43])=[N:34][C:35]([NH:39][CH2:40][C:41]#[CH:42])=[N:36][C:37]=1[CH3:38])=[O:31])[CH2:20][NH:21][C:22]([C:24]1[S:25][CH:26]=[CH:27][CH:28]=1)=[O:23]. The catalyst is CN(C=O)C.Cl[Pd](Cl)([P](C1C=CC=CC=1)(C1C=CC=CC=1)C1C=CC=CC=1)[P](C1C=CC=CC=1)(C1C=CC=CC=1)C1C=CC=CC=1.[Cu]I. The product is [CH3:16][O:17][C:18](=[O:44])[C@@H:19]([NH:29][C:30]([C:32]1[C:37]([CH3:38])=[N:36][C:35]([NH:39][CH2:40][C:41]#[C:42][C:2]2[CH:7]=[CH:6][C:5]([OH:8])=[CH:4][CH:3]=2)=[N:34][C:33]=1[CH3:43])=[O:31])[CH2:20][NH:21][C:22]([C:24]1[S:25][CH:26]=[CH:27][CH:28]=1)=[O:23]. The yield is 0.330.